From a dataset of Orexin1 receptor HTS with 218,158 compounds and 233 confirmed actives. Binary Classification. Given a drug SMILES string, predict its activity (active/inactive) in a high-throughput screening assay against a specified biological target. The molecule is O1C(CCC1)CNc1nc(nc2c1oc1c2cccc1)CC. The result is 0 (inactive).